This data is from Peptide-MHC class I binding affinity with 185,985 pairs from IEDB/IMGT. The task is: Regression. Given a peptide amino acid sequence and an MHC pseudo amino acid sequence, predict their binding affinity value. This is MHC class I binding data. (1) The peptide sequence is KIMEIVSHLR. The MHC is HLA-A68:01 with pseudo-sequence HLA-A68:01. The binding affinity (normalized) is 0.918. (2) The peptide sequence is MPAYIRNTL. The binding affinity (normalized) is 0.666. The MHC is HLA-B39:01 with pseudo-sequence HLA-B39:01. (3) The peptide sequence is EPVDPRLEPW. The MHC is HLA-B15:01 with pseudo-sequence HLA-B15:01. The binding affinity (normalized) is 0. (4) The peptide sequence is ISDSAQNMM. The MHC is HLA-C05:01 with pseudo-sequence HLA-C05:01. The binding affinity (normalized) is 0.898.